The task is: Predict the reaction yield, written as a fraction of the theoretical maximum amount of product (1.0 means a 100% yield; for example, 0.34 means a 34% yield).. This data is from Reaction yield outcomes from USPTO patents with 853,638 reactions. (1) The reactants are [Cl:1][C:2]1[CH:7]=[CH:6][C:5]([C:8]2[N:9]([C:17]3[CH:22]=[CH:21][C:20]([S:23](C)(=[O:25])=[O:24])=[CH:19][CH:18]=3)[CH:10]=[C:11]([C:13]([F:16])([F:15])[F:14])[N:12]=2)=[CH:4][CH:3]=1.C([Mg]Cl)CCC.C(B(CC)CC)C.C([O-])(=O)C.[Na+].[NH2:45]OS(O)(=O)=O. The catalyst is O1CCCC1.O. The product is [Cl:1][C:2]1[CH:7]=[CH:6][C:5]([C:8]2[N:9]([C:17]3[CH:22]=[CH:21][C:20]([S:23]([NH2:45])(=[O:25])=[O:24])=[CH:19][CH:18]=3)[CH:10]=[C:11]([C:13]([F:16])([F:15])[F:14])[N:12]=2)=[CH:4][CH:3]=1. The yield is 0.650. (2) The reactants are [CH2:1]([O:3][C:4](=[O:12])[CH2:5][C:6]1[N:7]=[C:8]([NH2:11])[S:9][CH:10]=1)[CH3:2].[CH3:13][O:14][CH2:15][CH2:16][Br:17]. No catalyst specified. The product is [BrH:17].[CH2:1]([O:3][C:4](=[O:12])[CH2:5][C:6]1[N:7]([CH2:16][CH2:15][O:14][CH3:13])[C:8](=[NH:11])[S:9][CH:10]=1)[CH3:2]. The yield is 0.830.